Task: Predict which catalyst facilitates the given reaction.. Dataset: Catalyst prediction with 721,799 reactions and 888 catalyst types from USPTO (1) Reactant: [OH:1][CH2:2][C@@H:3]1[NH:7][C:6](=O)[CH:5]([CH:9]([CH3:11])[CH3:10])[CH2:4]1.[H-].[Al+3].[Li+].[H-].[H-].[H-]. Product: [CH:9]([CH:5]1[CH2:6][NH:7][C@@H:3]([CH2:2][OH:1])[CH2:4]1)([CH3:11])[CH3:10]. The catalyst class is: 1. (2) Reactant: [O:1]1[CH:5]=[CH:4][CH:3]=[C:2]1[C:6]1[O:7][C:8]([CH3:39])=[C:9]([CH2:11][O:12][C:13]2[CH:36]=[CH:35][C:16]([CH2:17][O:18][C:19]3[C:23](/[CH:24]=[CH:25]/[C:26]([NH2:28])=O)=[CH:22][N:21]([C:29]4[CH:34]=[CH:33][CH:32]=[CH:31][CH:30]=4)[N:20]=3)=[CH:15][C:14]=2[O:37][CH3:38])[N:10]=1.COC1C=CC(P2(SP(C3C=CC(OC)=CC=3)(=S)S2)=[S:49])=CC=1.N1C=CC=CC=1. Product: [O:1]1[CH:5]=[CH:4][CH:3]=[C:2]1[C:6]1[O:7][C:8]([CH3:39])=[C:9]([CH2:11][O:12][C:13]2[CH:36]=[CH:35][C:16]([CH2:17][O:18][C:19]3[C:23](/[CH:24]=[CH:25]/[C:26](=[S:49])[NH2:28])=[CH:22][N:21]([C:29]4[CH:34]=[CH:33][CH:32]=[CH:31][CH:30]=4)[N:20]=3)=[CH:15][C:14]=2[O:37][CH3:38])[N:10]=1. The catalyst class is: 6. (3) Reactant: [NH2:1][CH2:2][C:3]1[C:4]([NH:19][C@H:20]([C:22]2[CH:27]=[CH:26][C:25]([F:28])=[CH:24][CH:23]=2)[CH3:21])=[N:5][C:6]([NH:10][C:11]2[CH:15]=[C:14]([CH:16]3[CH2:18][CH2:17]3)[NH:13][N:12]=2)=[C:7]([F:9])[CH:8]=1.[C:29](O)(=[O:31])[CH3:30]. Product: [CH:16]1([C:14]2[NH:13][N:12]=[C:11]([NH:10][C:6]3[N:5]=[C:4]([NH:19][C@H:20]([C:22]4[CH:23]=[CH:24][C:25]([F:28])=[CH:26][CH:27]=4)[CH3:21])[C:3]([CH2:2][NH:1][C:29](=[O:31])[CH3:30])=[CH:8][C:7]=3[F:9])[CH:15]=2)[CH2:18][CH2:17]1. The catalyst class is: 76. (4) Reactant: [OH:1][C@@H:2]([C@H:6]([OH:10])[C:7]([OH:9])=[O:8])[C:3]([OH:5])=[O:4].[F:11][C:12]1[CH:17]=[CH:16][C:15]([NH:18][CH:19]([C:31]2[CH:36]=[CH:35][CH:34]=[CH:33][CH:32]=2)[C:20]([O:22][C@@H:23]2[CH:28]3[CH2:29][CH2:30][N:25]([CH2:26][CH2:27]3)[CH2:24]2)=[O:21])=[CH:14][CH:13]=1. Product: [C:3]([C@@H:2]([O-:1])[C@@H:6]([C:7]([OH:9])=[O:8])[O-:10])([OH:5])=[O:4].[F:11][C:12]1[CH:17]=[CH:16][C:15]([NH:18][C@@H:19]([C:31]2[CH:32]=[CH:33][CH:34]=[CH:35][CH:36]=2)[C:20]([O:22][C@@H:23]2[CH:28]3[CH2:29][CH2:30][N:25]([CH2:26][CH2:27]3)[CH2:24]2)=[O:21])=[CH:14][CH:13]=1. The catalyst class is: 21. (5) Reactant: [BH4-].[Li+].CC(C)(OC([CH2:9][NH:10][C:11]1[N:16]=[C:15]([CH2:17][C:18](OCC)=[O:19])[CH:14]=[CH:13][CH:12]=1)=O)C.O.C(OCC)(=O)C. The catalyst class is: 7. Product: [CH3:9][NH:10][C:11]1[N:16]=[C:15]([CH2:17][CH2:18][OH:19])[CH:14]=[CH:13][CH:12]=1.